From a dataset of Reaction yield outcomes from USPTO patents with 853,638 reactions. Predict the reaction yield, written as a fraction of the theoretical maximum amount of product (1.0 means a 100% yield; for example, 0.34 means a 34% yield). (1) The reactants are [CH2:1]([O:3][C:4](=[O:25])[CH2:5][CH:6]1[O:10][B:9]([OH:11])[C:8]2[CH:12]=[C:13]([O:17][C:18]3[CH:23]=[CH:22][CH:21]=[C:20]([OH:24])[CH:19]=3)[CH:14]=[C:15]([CH3:16])[C:7]1=2)[CH3:2].[C:26]([O:30][C:31](=[O:37])[NH:32][CH2:33][CH2:34][CH2:35]Br)([CH3:29])([CH3:28])[CH3:27].[H-].[Na+].[NH4+].[Cl-].Cl. The catalyst is CN(C=O)C.O. The product is [CH2:1]([O:3][C:4](=[O:25])[CH2:5][CH:6]1[O:10][B:9]([OH:11])[C:8]2[CH:12]=[C:13]([O:17][C:18]3[CH:23]=[CH:22][CH:21]=[C:20]([O:24][CH2:35][CH2:34][CH2:33][NH:32][C:31]([O:30][C:26]([CH3:27])([CH3:29])[CH3:28])=[O:37])[CH:19]=3)[CH:14]=[C:15]([CH3:16])[C:7]1=2)[CH3:2]. The yield is 0.670. (2) The reactants are N[C@H](C(O)=O)CS.C1(=O)NC(=O)C=C1.[OH:15][C:16]([CH2:18][CH2:19][CH2:20][CH2:21][C@H:22]1[C@@H:30]2[C@@H:25]([NH:26][C:27]([NH:29]2)=[O:28])[CH2:24][S:23]1)=[O:17]. No catalyst specified. The product is [OH:17][C:16]([CH2:18][CH2:19][CH2:20][CH2:21][C@H:22]1[C@@H:30]2[C@@H:25]([NH:26][C:27]([NH:29]2)=[O:28])[CH2:24][S:23]1)=[O:15]. The yield is 1.00. (3) The product is [CH3:5][C:2]([N:6]1[C:17](=[O:18])[CH2:16][C:15](=[O:20])[N:9]([C:10]([CH3:13])([CH3:14])[CH2:11][CH3:12])[C:7]1=[O:8])([CH3:1])[CH2:3][CH3:4]. The reactants are [CH3:1][C:2]([NH:6][C:7]([NH:9][C:10]([CH3:14])([CH3:13])[CH2:11][CH3:12])=[O:8])([CH3:5])[CH2:3][CH3:4].[C:15](Cl)(=[O:20])[CH2:16][C:17](Cl)=[O:18]. The catalyst is C(Cl)(Cl)Cl. The yield is 0.440. (4) The reactants are [CH2:1]1[CH2:6][C@H:5]([C:7]([OH:9])=[O:8])[CH2:4][CH2:3][C@H:2]1[CH2:10][NH2:11].[CH3:12][O:13][C:14]1[CH:15]=[C:16]2[C:21](=[CH:22][CH:23]=1)[CH:20]=[C:19]([C@H:24]([CH3:41])[C:25]([O:27][CH:28](OC(ON1C(=O)CCC1=O)=O)[CH3:29])=[O:26])[CH:18]=[CH:17]2.CC([O:46][CH3:47])(C)C.CC(C)=[O:50].O. No catalyst specified. The product is [CH3:12][O:13][C:14]1[CH:15]=[C:16]2[C:21](=[CH:22][CH:23]=1)[CH:20]=[C:19]([C@H:24]([CH3:41])[C:25]([O:27][CH2:28][CH2:29][O:50][C:47]([NH:11][CH2:10][C@H:2]1[CH2:3][CH2:4][C@H:5]([C:7]([OH:9])=[O:8])[CH2:6][CH2:1]1)=[O:46])=[O:26])[CH:18]=[CH:17]2. The yield is 0.0900. (5) The reactants are [C@@H:1]1([NH:10][C:11]2[C:12]3[CH:19]=[CH:18][N:17]([C@H:20]4[CH2:36][C@@H:23]5[O:24]C(C6C=CC(OC)=CC=6)[O:26][CH2:27][C@@H:22]5[CH2:21]4)[C:13]=3[N:14]=[CH:15][N:16]=2)[C:9]2[C:4](=[CH:5][CH:6]=[CH:7][CH:8]=2)[CH2:3][CH2:2]1.CC(O)=O. The catalyst is C1COCC1.O. The product is [C@@H:1]1([NH:10][C:11]2[C:12]3[CH:19]=[CH:18][N:17]([C@H:20]4[CH2:36][C@H:23]([OH:24])[C@H:22]([CH2:27][OH:26])[CH2:21]4)[C:13]=3[N:14]=[CH:15][N:16]=2)[C:9]2[C:4](=[CH:5][CH:6]=[CH:7][CH:8]=2)[CH2:3][CH2:2]1. The yield is 0.980. (6) The reactants are [Si:1]([O:8][C@@H:9]([C:16]#[CH:17])[CH2:10][C@@H:11]([CH:13]1[CH2:15][O:14]1)[OH:12])([C:4]([CH3:7])([CH3:6])[CH3:5])([CH3:3])[CH3:2].CCN(CC)CC.[CH3:25][C:26](OC(C)=O)=[O:27].[NH4+].[Cl-]. The catalyst is CN(C1C=CN=CC=1)C.C(Cl)Cl. The product is [C:26]([O:12][C@H:11]([CH:13]1[CH2:15][O:14]1)[CH2:10][C@@H:9]([O:8][Si:1]([C:4]([CH3:5])([CH3:6])[CH3:7])([CH3:2])[CH3:3])[C:16]#[CH:17])(=[O:27])[CH3:25]. The yield is 0.990.